The task is: Predict the reaction yield, written as a fraction of the theoretical maximum amount of product (1.0 means a 100% yield; for example, 0.34 means a 34% yield).. This data is from Reaction yield outcomes from USPTO patents with 853,638 reactions. (1) The reactants are ClC1C=CC=C(C(OO)=[O:9])C=1.[Cl:12][C:13]1[N:17]([CH3:18])[N:16]=[C:15]([CH:19]([F:21])[F:20])[C:14]=1[CH2:22][S:23][C:24]1[CH2:28][C:27]([CH3:30])([CH3:29])[O:26][N:25]=1.[OH2:31]. The catalyst is C(Cl)(Cl)Cl. The product is [Cl:12][C:13]1[N:17]([CH3:18])[N:16]=[C:15]([CH:19]([F:21])[F:20])[C:14]=1[CH2:22][S:23]([C:24]1[CH2:28][C:27]([CH3:30])([CH3:29])[O:26][N:25]=1)(=[O:9])=[O:31]. The yield is 0.859. (2) The reactants are Br[C:2]1[CH:3]=[C:4]2[C:8](=[C:9]([CH3:11])[CH:10]=1)[NH:7][CH:6]=[C:5]2[C:12]#[N:13].[H-].[Na+].C([Li])(CC)C.C1CCCCC1.Cl.[C:28](=O)(O)[O-:29].[Na+]. The catalyst is CN(C)C=O.O1CCCC1. The product is [CH:28]([C:2]1[CH:3]=[C:4]2[C:8](=[C:9]([CH3:11])[CH:10]=1)[NH:7][CH:6]=[C:5]2[C:12]#[N:13])=[O:29]. The yield is 0.140. (3) The reactants are [O:1]=[C:2]1[CH2:7][CH2:6][CH:5]([N:8]2[C:13](=[O:14])[C:12]([CH2:15][C:16]3[CH:21]=[CH:20][C:19]([C:22]4[CH:27]=[CH:26][CH:25]=[CH:24][C:23]=4[C:28]4[NH:32][C:31](=[O:33])[O:30][N:29]=4)=[CH:18][CH:17]=3)=[C:11]([CH2:34][CH2:35][CH3:36])[N:10]3[N:37]=[CH:38][N:39]=[C:9]23)[CH2:4][CH2:3]1.C(O[CH:44]([OH:47])[CH2:45]O)(=O)C.CC1C=CC(S(O)(=O)=O)=CC=1.[C:59](=O)([O-])[OH:60].[Na+]. The catalyst is C1(C)C=CC=CC=1. The product is [OH:60][CH2:59][CH:45]1[CH2:44][O:47][C:2]2([CH2:7][CH2:6][CH:5]([N:8]3[C:13](=[O:14])[C:12]([CH2:15][C:16]4[CH:17]=[CH:18][C:19]([C:22]5[CH:27]=[CH:26][CH:25]=[CH:24][C:23]=5[C:28]5[NH:32][C:31](=[O:33])[O:30][N:29]=5)=[CH:20][CH:21]=4)=[C:11]([CH2:34][CH2:35][CH3:36])[N:10]4[N:37]=[CH:38][N:39]=[C:9]34)[CH2:4][CH2:3]2)[O:1]1. The yield is 0.230. (4) The reactants are [Br:1][C:2]1[CH:3]=[C:4]2[C:8](=[CH:9][CH:10]=1)[NH:7][N:6]=[C:5]2[C:11]1[CH:16]=[CH:15][C:14]([F:17])=[CH:13][CH:12]=1.[O:18]1[CH:23]=[CH:22][CH2:21][CH2:20][CH2:19]1.O.C1(C)C=CC(S(O)(=O)=O)=CC=1. The catalyst is O1CCCC1. The product is [Br:1][C:2]1[CH:3]=[C:4]2[C:8](=[CH:9][CH:10]=1)[N:7]([CH:19]1[CH2:20][CH2:21][CH2:22][CH2:23][O:18]1)[N:6]=[C:5]2[C:11]1[CH:16]=[CH:15][C:14]([F:17])=[CH:13][CH:12]=1. The yield is 0.820. (5) The reactants are Cl[C:2]1[CH:8]=[C:7]([C:9]([F:12])([F:11])[F:10])[CH:6]=[CH:5][C:3]=1[NH2:4].[C:13](=[S:18])(OCC)[S-].[K+].[ClH:20]. The catalyst is CN(C=O)C. The product is [Cl:20][C:13]1[S:18][C:2]2[CH:8]=[C:7]([C:9]([F:12])([F:11])[F:10])[CH:6]=[CH:5][C:3]=2[N:4]=1. The yield is 0.990. (6) The reactants are [C:1]1([C:7]2[C:16]([N:17]3[CH2:22][CH2:21][NH:20][CH2:19][CH2:18]3)=[N:15][C:14]3[C:9](=[CH:10][CH:11]=[C:12]([C:23]([O:25]C)=[O:24])[CH:13]=3)[N:8]=2)[CH:6]=[CH:5][CH:4]=[CH:3][CH:2]=1.[OH-].[Na+]. The product is [C:1]1([C:7]2[C:16]([N:17]3[CH2:18][CH2:19][NH:20][CH2:21][CH2:22]3)=[N:15][C:14]3[C:9](=[CH:10][CH:11]=[C:12]([C:23]([OH:25])=[O:24])[CH:13]=3)[N:8]=2)[CH:2]=[CH:3][CH:4]=[CH:5][CH:6]=1. The yield is 0.290. The catalyst is C1COCC1.CO.O. (7) The reactants are [CH3:1][O:2][C:3]1[CH:4]=[C:5]([NH:15][C:16]([NH2:18])=[S:17])[CH:6]=[C:7]([C:9]2[CH:14]=[CH:13][CH:12]=[CH:11][CH:10]=2)[CH:8]=1.BrBr. The catalyst is C(Cl)(Cl)Cl. The product is [CH3:1][O:2][C:3]1[CH:8]=[C:7]([C:9]2[CH:14]=[CH:13][CH:12]=[CH:11][CH:10]=2)[C:6]2[S:17][C:16]([NH2:18])=[N:15][C:5]=2[CH:4]=1. The yield is 0.860. (8) The reactants are [OH:1][C:2]1[CH:7]=[CH:6][C:5]([C:8](=[O:10])[CH3:9])=[CH:4][CH:3]=1.C(=O)([O-])[O-].[K+].[K+].[Br:17][CH2:18][CH2:19]Br. The catalyst is CN(C=O)C. The product is [Br:17][CH2:18][CH2:19][O:1][C:2]1[CH:7]=[CH:6][C:5]([C:8](=[O:10])[CH3:9])=[CH:4][CH:3]=1. The yield is 0.852. (9) The reactants are [NH2:1][C:2]1[NH:7][C:6](=[O:8])[C:5]2=[CH:9][N:10]=[C:11]([C@H:12]3[CH2:17][CH2:16][C@H:15]([C:18]([O:20][CH3:21])=[O:19])[CH2:14][CH2:13]3)[N:4]2[N:3]=1.[I:22]N1C(=O)CCC1=O. The catalyst is CN(C=O)C. The product is [NH2:1][C:2]1[NH:7][C:6](=[O:8])[C:5]2=[C:9]([I:22])[N:10]=[C:11]([C@H:12]3[CH2:13][CH2:14][C@H:15]([C:18]([O:20][CH3:21])=[O:19])[CH2:16][CH2:17]3)[N:4]2[N:3]=1. The yield is 0.799. (10) The reactants are [H-].[Na+].[C:3]([C:5]1[CH:10]=[CH:9][C:8]([OH:11])=[CH:7][CH:6]=1)#[N:4].[H][H].F[C:15]1[CH:20]=[CH:19][C:18]([N+:21]([O-:23])=[O:22])=[CH:17][CH:16]=1. The catalyst is C1(C)C=CC=CC=1.CS(C)=O. The product is [N+:21]([C:18]1[CH:19]=[CH:20][C:15]([O:11][C:8]2[CH:9]=[CH:10][C:5]([C:3]#[N:4])=[CH:6][CH:7]=2)=[CH:16][CH:17]=1)([O-:23])=[O:22]. The yield is 0.475.